This data is from Reaction yield outcomes from USPTO patents with 853,638 reactions. The task is: Predict the reaction yield, written as a fraction of the theoretical maximum amount of product (1.0 means a 100% yield; for example, 0.34 means a 34% yield). (1) The reactants are [NH:1]1[CH2:4][CH:3]([C:5]2[CH:10]=[C:9]([N:11]3[CH2:15][CH2:14][C:13]([F:17])([F:16])[CH2:12]3)[N:8]=[C:7]([NH:18][C:19]3[CH:24]=[C:23]([C:25]([F:28])([F:27])[F:26])[CH:22]=[CH:21][N:20]=3)[CH:6]=2)[CH2:2]1.ClCCl.C(N(C(C)C)C(C)C)C.[C:41](OC(=O)C)(=[O:43])[CH3:42]. The catalyst is CN(C1C=CN=CC=1)C. The product is [F:16][C:13]1([F:17])[CH2:14][CH2:15][N:11]([C:9]2[CH:10]=[C:5]([CH:3]3[CH2:2][N:1]([C:41](=[O:43])[CH3:42])[CH2:4]3)[CH:6]=[C:7]([NH:18][C:19]3[CH:24]=[C:23]([C:25]([F:28])([F:26])[F:27])[CH:22]=[CH:21][N:20]=3)[N:8]=2)[CH2:12]1. The yield is 0.0480. (2) The reactants are C[O:2][C:3]1[N:4]=[CH:5][C:6]2[CH2:12][N:11]([S:13]([CH3:16])(=[O:15])=[O:14])[CH2:10][CH2:9][C:7]=2[N:8]=1.Cl. The catalyst is CO. The product is [CH3:16][S:13]([N:11]1[CH2:10][CH2:9][C:7]2[N:8]=[C:3]([OH:2])[N:4]=[CH:5][C:6]=2[CH2:12]1)(=[O:14])=[O:15]. The yield is 0.990. (3) The reactants are [C:1]([N:4]1[CH2:9][CH2:8][N:7]([C:10]2[CH:11]=[CH:12][C:13]([CH2:16][CH2:17][C:18]3[CH:23]=[CH:22][C:21]([CH2:24][CH2:25][OH:26])=[CH:20][CH:19]=3)=[N:14][CH:15]=2)[CH2:6][CH2:5]1)(=[O:3])[CH3:2].C(N(CC)CC)C.[CH3:34][S:35](Cl)(=[O:37])=[O:36].O. The catalyst is ClCCl. The product is [CH3:34][S:35]([O:26][CH2:25][CH2:24][C:21]1[CH:20]=[CH:19][C:18]([CH2:17][CH2:16][C:13]2[CH:12]=[CH:11][C:10]([N:7]3[CH2:6][CH2:5][N:4]([C:1](=[O:3])[CH3:2])[CH2:9][CH2:8]3)=[CH:15][N:14]=2)=[CH:23][CH:22]=1)(=[O:37])=[O:36]. The yield is 0.960.